This data is from Full USPTO retrosynthesis dataset with 1.9M reactions from patents (1976-2016). The task is: Predict the reactants needed to synthesize the given product. (1) Given the product [ClH:18].[CH2:30]([C@@H:32]1[CH2:37][O:36][CH2:35][CH2:34][N:33]1[C:13]1[CH:12]=[CH:11][C:10]2[CH2:9][NH:8][CH2:17][CH2:16][C:15]=2[N:14]=1)[CH3:31], predict the reactants needed to synthesize it. The reactants are: C([N:8]1[CH2:17][CH2:16][C:15]2[N:14]=[C:13]([Cl:18])[CH:12]=[CH:11][C:10]=2[CH2:9]1)C1C=CC=CC=1.C1(C)C=CC(S(O)(=O)=O)=CC=1.[CH2:30]([C@@H:32]1[CH2:37][O:36][CH2:35][CH2:34][NH:33]1)[CH3:31]. (2) Given the product [CH3:8][NH:9][C:27]([C:21]1[CH:22]=[CH:25][C:29]([C:37]2[CH:42]=[CH:41][C:40]([C:43]([N:45]3[CH2:49][CH2:48][CH2:47][C@H:46]3[CH2:50][N:51]3[CH2:55][CH2:54][CH2:53][CH2:52]3)=[O:44])=[CH:39][CH:38]=2)=[CH:28][CH:26]=1)=[O:57], predict the reactants needed to synthesize it. The reactants are: BrC1C=CC([CH2:8][NH-:9])=CC=1.B1(B2O[C:22]([CH3:25])(C)[C:21]([CH3:27])([CH3:26])O2)O[C:22](C)([CH3:25])[C:21]([CH3:27])([CH3:26])O1.[C:28]([O-])(=O)[CH3:29].[K+].ClCCl.Br[C:37]1[CH:42]=[CH:41][C:40]([C:43]([N:45]2[CH2:49][CH2:48][CH2:47][C@H:46]2[CH2:50][N:51]2[CH2:55][CH2:54][CH2:53][CH2:52]2)=[O:44])=[CH:39][CH:38]=1.C(=O)([O-])[O-:57].[Na+].[Na+]. (3) Given the product [Cl:1][C:2]1[CH:7]=[CH:6][C:5]([C:8]2[N:9]([CH2:20][CH:21]([OH:26])[C:22]([F:25])([F:24])[F:23])[C:10](=[O:18])[N:11]([CH2:13][C:14]([OH:16])=[O:15])[CH:12]=2)=[CH:4][CH:3]=1, predict the reactants needed to synthesize it. The reactants are: [Cl:1][C:2]1[CH:7]=[CH:6][C:5]([C:8]2[NH:9][C:10](=[O:18])[N:11]([CH2:13][C:14]([O:16]C)=[O:15])[CH:12]=2)=[CH:4][CH:3]=1.Br[CH2:20][CH:21]([OH:26])[C:22]([F:25])([F:24])[F:23].C(=O)([O-])[O-].[Cs+].[Cs+].Cl.